Dataset: Reaction yield outcomes from USPTO patents with 853,638 reactions. Task: Predict the reaction yield, written as a fraction of the theoretical maximum amount of product (1.0 means a 100% yield; for example, 0.34 means a 34% yield). (1) The reactants are Br[C:2]1[CH:3]=[C:4]([CH2:9][NH:10][CH3:11])[CH:5]=[CH:6][C:7]=1[F:8].[CH3:12][C:13]([O:16][C:17]([N:19]1[CH2:24][CH2:23][N:22]([CH2:25][C:26]2[CH:27]=[C:28](B(O)O)[CH:29]=[CH:30][CH:31]=2)[CH2:21][CH2:20]1)=[O:18])([CH3:15])[CH3:14].C([O-])([O-])=O.[K+].[K+]. The catalyst is O1CCOCC1.O.C1C=CC([P]([Pd]([P](C2C=CC=CC=2)(C2C=CC=CC=2)C2C=CC=CC=2)([P](C2C=CC=CC=2)(C2C=CC=CC=2)C2C=CC=CC=2)[P](C2C=CC=CC=2)(C2C=CC=CC=2)C2C=CC=CC=2)(C2C=CC=CC=2)C2C=CC=CC=2)=CC=1. The product is [F:8][C:7]1[CH:6]=[CH:5][C:4]([CH2:9][NH:10][CH3:11])=[CH:3][C:2]=1[C:28]1[CH:29]=[CH:30][CH:31]=[C:26]([CH2:25][N:22]2[CH2:23][CH2:24][N:19]([C:17]([O:16][C:13]([CH3:15])([CH3:14])[CH3:12])=[O:18])[CH2:20][CH2:21]2)[CH:27]=1. The yield is 0.660. (2) The reactants are [CH:1]([C:3]1[CH:8]=[CH:7][C:6]([C:9]2[CH:14]=[CH:13][C:12]([CH:15]([CH3:24])[CH2:16][NH:17][S:18]([CH:21]([CH3:23])[CH3:22])(=[O:20])=[O:19])=[CH:11][CH:10]=2)=[CH:5][CH:4]=1)=[O:2].[CH2:25]([Mg]Br)[CH3:26]. The catalyst is O1CCCC1.C(OCC)C.[Cl-].[Na+].O. The product is [OH:2][CH:1]([C:3]1[CH:4]=[CH:5][C:6]([C:9]2[CH:14]=[CH:13][C:12]([CH:15]([CH3:24])[CH2:16][NH:17][S:18]([CH:21]([CH3:23])[CH3:22])(=[O:19])=[O:20])=[CH:11][CH:10]=2)=[CH:7][CH:8]=1)[CH2:25][CH3:26]. The yield is 0.420.